Dataset: Experimentally validated miRNA-target interactions with 360,000+ pairs, plus equal number of negative samples. Task: Binary Classification. Given a miRNA mature sequence and a target amino acid sequence, predict their likelihood of interaction. (1) The miRNA is ath-miR163 with sequence UUGAAGAGGACUUGGAACUUCGAU. The protein sequence of the target gene is MAALASSLIRQKREVREPGGSRPVSAQRRVCPRGTKSLCQKQLLILLSKVRLCGGRPARPDRGPEPQLKGIVTKLFCRQGFYLQANPDGSIQGTPEDTSSFTHFNLIPVGLRVVTIQSAKLGHYMAMNAEGLLYSSPHFTAECRFKECVFENYYVLYASALYRQRRSGRAWYLGLDKEGQVMKGNRVKKTKAAAHFLPKLLEVAMYQEPSLHSVPEASPSSPPAP. Result: 0 (no interaction). (2) The miRNA is hsa-miR-125b-5p with sequence UCCCUGAGACCCUAACUUGUGA. The protein sequence of the target gene is MEGGGGSGNKTTGGLAGFFGAGGAGYSHADLAGVPLTGMNPLSPYLNVDPRYLVQDTDEFILPTGANKTRGRFELAFFTIGGCCMTGAAFGAMNGLRLGLKETQNMAWSKPRNVQILNMVTRQGALWANTLGSLALLYSAFGVIIEKTRGAEDDLNTVAAGTMTGMLYKCTGGLRGIARGGLTGLTLTSLYALYNNWEHMKGSLLQQSL. Result: 1 (interaction). (3) The miRNA is hsa-miR-215-5p with sequence AUGACCUAUGAAUUGACAGAC. The protein sequence of the target gene is MSRGLQLLLLSCAYSLAPATPEVKVACSEDVDLPCTAPWDPQVPYTVSWVKLLEGGEERMETPQEDHLRGQHYHQKGQNGSFDAPNERPYSLKIRNTTSCNSGTYRCTLQDPDGQRNLSGKVILRVTGCPAQRKEETFKKYRAEIVLLLALVIFYLTLIIFTCKFARLQSIFPDFSKAGMERAFLPVTSPNKHLGLVTPHKTELV. Result: 1 (interaction). (4) The miRNA is mmu-miR-155-3p with sequence CUCCUACCUGUUAGCAUUAAC. The protein sequence of the target gene is MSLMVVSMACVGLFLVQRAGPHMGGQDKPFLSAWPSAVVPRGGHVTLRCHYRHRFNNFMLYKEDRIHIPIFHGRIFQESFNMSPVTTAHAGNYTCRGSHPHSPTGWSAPSNPVVIMVTGNHRKPSLLAHPGPLVKSGERVILQCWSDIMFEHFFLHKEGISKDPSRLVGQIHDGVSKANFSIGPMMLALAGTYRCYGSVTHTPYQLSAPSDPLDIVVTGPYEKPSLSAQPGPKVQAGESVTLSCSSRSSYDMYHLSREGGAHERRLPAVRKVNRTFQADFPLGPATHGGTYRCFGSFRHS.... Result: 0 (no interaction). (5) The miRNA is hsa-miR-1255a with sequence AGGAUGAGCAAAGAAAGUAGAUU. The protein sequence of the target gene is MFHGIPATPGIGAPGNKPELYEEVKLYKNAREREKYDNMAELFAVVKTMQALEKAYIKDCVSPSEYTAACSRLLVQYKAAFRQVQGSEISSIDEFCRKFRLDCPLAMERIKEDRPITIKDDKGNLNRCIADVVSLFITVMDKLRLEIRAMDEIQPDLRELMETMHRMSHLPPDFEGRQTVSQWLQTLSGMSASDELDDSQVRQMLFDLESAYNAFNRFLHA. Result: 1 (interaction). (6) The protein sequence of the target gene is METELSSQDRKDLDKFIKFFALKTVQVIVQARLGEKICTRSSSSPTGSDWFNLAIKDIPEVTHEAKKALSGQLPAVGRSMCVEISLKTSEGDSMELEIWCLEMNEKCDKEIKVSYTVYNRLSLLLKSLLAITRVTPAYRLSRKQGHEYVILYRIYFGEVQLNGLGEGFQTVRVGTVGTPVGTLTLSCAYRINLAFMSTRQFERTPPIMGIIIDHFVDRPYPSSSPMHPCNYRTAEDAGVAYPSVEDSQEVCTTSFSTSPPSQLSSSRLSYQPAVLGLGSADLAYPVVFTAGLNTTHAHQL.... The miRNA is hsa-miR-4432 with sequence AAAGACUCUGCAAGAUGCCU. Result: 0 (no interaction). (7) The miRNA is hsa-let-7d-5p with sequence AGAGGUAGUAGGUUGCAUAGUU. The protein sequence of the target gene is MKVTRFMFWLFSMLLPSVKSQASETEVPCNFSRRNYTLIPEGISTNVTILDLSYNRITLNAADSRVLQMYSLLTELYLMENNIIALYNSSFRNLLNLEILNICGNSISVIQQGSFVGLNELKQLFLCQNKILQLNPDTFVPLNNLKVLNLQGNLIRLFDAPQLPHLEILTLDGNPWNCTCGLLELHNWLNTSNVTLENENMTMCSYPDELKHDSIKSAPFTTECHSTFISTITEDFQSTRNSSFNSSSHNLTWTSEHEPLGKSWAFLVGVVATVLLTSLLIFIAIKCPVWYNILLSYNHH.... Result: 0 (no interaction). (8) The miRNA is hsa-miR-329-3p with sequence AACACACCUGGUUAACCUCUUU. The protein sequence of the target gene is MQCFSFIKTMMILFNLLIFLCGAALLAVGIWVSIDGASFLKIFGPLSSSAMQFVNVGYFLIAAGVVVFALGFLGCYGAKTESKCALVTFFFILLLIFIAEVAAAVVALVYTTMAEHFLTLLVVPAIKKDYGSQEDFTQVWNTTMKGLKCCGFTNYTDFEDSPYFKENSAFPPFCCNDNVTNTANETCTKQKAHDQKVEGCFNQLLYDIRTNAVTVGGVAAGIGGLELAAMIVSMYLYCNLQ. Result: 1 (interaction).